Dataset: Forward reaction prediction with 1.9M reactions from USPTO patents (1976-2016). Task: Predict the product of the given reaction. Given the reactants Cl[CH2:2][CH2:3][CH2:4][O:5][C:6]1[CH:15]=[C:14]2[C:9]([C:10]([O:16][C:17]3[C:18]([C:27]([O:29][CH2:30][CH2:31][CH3:32])=[O:28])=[CH:19][C:20]4[C:25]([CH:26]=3)=[CH:24][CH:23]=[CH:22][CH:21]=4)=[CH:11][CH:12]=[N:13]2)=[CH:8][C:7]=1[O:33][CH3:34].C(=O)([O-])[O-].[K+].[K+].[NH:41]1[CH:45]=[CH:44][N:43]=[CH:42]1.O, predict the reaction product. The product is: [N:41]1([CH2:2][CH2:3][CH2:4][O:5][C:6]2[CH:15]=[C:14]3[C:9]([C:10]([O:16][C:17]4[C:18]([C:27]([O:29][CH2:30][CH2:31][CH3:32])=[O:28])=[CH:19][C:20]5[C:25]([CH:26]=4)=[CH:24][CH:23]=[CH:22][CH:21]=5)=[CH:11][CH:12]=[N:13]3)=[CH:8][C:7]=2[O:33][CH3:34])[CH:45]=[CH:44][N:43]=[CH:42]1.